Dataset: NCI-60 drug combinations with 297,098 pairs across 59 cell lines. Task: Regression. Given two drug SMILES strings and cell line genomic features, predict the synergy score measuring deviation from expected non-interaction effect. Drug 1: CCC1=CC2CC(C3=C(CN(C2)C1)C4=CC=CC=C4N3)(C5=C(C=C6C(=C5)C78CCN9C7C(C=CC9)(C(C(C8N6C)(C(=O)OC)O)OC(=O)C)CC)OC)C(=O)OC.C(C(C(=O)O)O)(C(=O)O)O. Drug 2: C1=CC(=CC=C1C#N)C(C2=CC=C(C=C2)C#N)N3C=NC=N3. Cell line: CCRF-CEM. Synergy scores: CSS=24.7, Synergy_ZIP=-0.735, Synergy_Bliss=1.27, Synergy_Loewe=-33.5, Synergy_HSA=1.67.